This data is from Catalyst prediction with 721,799 reactions and 888 catalyst types from USPTO. The task is: Predict which catalyst facilitates the given reaction. (1) Reactant: [CH3:1][C:2]1[C:3](=[O:10])[NH:4][C:5]([S:8][CH3:9])=[N:6][N:7]=1.C([O-])([O-])=O.[K+].[K+].[C:17]([C:19]1[CH:26]=[CH:25][CH:24]=[CH:23][C:20]=1[CH2:21]Br)#[N:18]. Product: [CH3:1][C:2]1[C:3](=[O:10])[N:4]([CH2:21][C:20]2[CH:23]=[CH:24][CH:25]=[CH:26][C:19]=2[C:17]#[N:18])[C:5]([S:8][CH3:9])=[N:6][N:7]=1. The catalyst class is: 18. (2) Reactant: [NH:1]1[CH2:5][C@H:4]([CH2:6][OH:7])[C@H:3]([CH2:8][OH:9])[CH2:2]1.C([O-])([O-])=O.[Na+].[Na+].Cl[C:17]([O:19][CH2:20][C:21]1[CH:26]=[CH:25][CH:24]=[CH:23][CH:22]=1)=[O:18]. Product: [OH:9][CH2:8][C@H:3]1[C@@H:4]([CH2:6][OH:7])[CH2:5][N:1]([C:17]([O:19][CH2:20][C:21]2[CH:26]=[CH:25][CH:24]=[CH:23][CH:22]=2)=[O:18])[CH2:2]1. The catalyst class is: 24. (3) Reactant: [C:1]([NH:4][CH2:5][C:6]1[CH:11]=[CH:10][C:9]([C:12](=[O:17])[NH:13][C:14](=[O:16])[CH3:15])=[CH:8][C:7]=1[N+:18]([O-])=O)(=[O:3])[CH3:2].S(S([O-])=O)([O-])=O.[Na+].[Na+].C(O)C.O. Product: [C:1]([NH:4][CH2:5][C:6]1[CH:11]=[CH:10][C:9]([C:12](=[O:17])[NH:13][C:14](=[O:16])[CH3:15])=[CH:8][C:7]=1[NH2:18])(=[O:3])[CH3:2]. The catalyst class is: 7. (4) Reactant: [CH3:1][C:2]1[CH:7]=[CH:6][C:5]([C:8]2[CH:13]=[CH:12][C:11]([N+:14]([O-:16])=[O:15])=[CH:10][CH:9]=2)=[CH:4][C:3]=1[C:17]([O:19][CH3:20])=[O:18].CC(N=NC(C#N)(C)C)(C#N)C.C1C(=O)N([Br:40])C(=O)C1. Product: [Br:40][CH2:1][C:2]1[CH:7]=[CH:6][C:5]([C:8]2[CH:9]=[CH:10][C:11]([N+:14]([O-:16])=[O:15])=[CH:12][CH:13]=2)=[CH:4][C:3]=1[C:17]([O:19][CH3:20])=[O:18]. The catalyst class is: 53. (5) Reactant: [CH3:1][O:2][C:3](=[O:24])[CH2:4][C:5]1[CH:10]=[C:9]([O:11][C:12]2[CH:17]=[CH:16][C:15]([N+:18]([O-:20])=[O:19])=[CH:14][C:13]=2[CH:21]=[O:22])[CH:8]=[C:7]([Cl:23])[CH:6]=1.[BH4-].[Na+]. Product: [CH3:1][O:2][C:3](=[O:24])[CH2:4][C:5]1[CH:10]=[C:9]([O:11][C:12]2[CH:17]=[CH:16][C:15]([N+:18]([O-:20])=[O:19])=[CH:14][C:13]=2[CH2:21][OH:22])[CH:8]=[C:7]([Cl:23])[CH:6]=1. The catalyst class is: 5. (6) Reactant: [Cl:1][C:2]1[CH:7]=[CH:6][CH:5]=[CH:4][C:3]=1[C:8]1[CH:17]=[C:16]([CH2:18]P(=O)(OCC)OCC)[CH:15]=[C:14]2[C:9]=1[CH2:10][NH:11][C:12](=[O:35])[N:13]2[C:27]1[C:32]([Cl:33])=[CH:31][CH:30]=[CH:29][C:28]=1[Cl:34].[H-].[Na+].[C:38]([O:42][C:43]([N:45]1[CH2:50][CH2:49][C:48](=O)[CH2:47][CH2:46]1)=[O:44])([CH3:41])([CH3:40])[CH3:39]. Product: [Cl:1][C:2]1[CH:7]=[CH:6][CH:5]=[CH:4][C:3]=1[C:8]1[CH:17]=[C:16]([CH:18]=[C:48]2[CH2:49][CH2:50][N:45]([C:43]([O:42][C:38]([CH3:41])([CH3:40])[CH3:39])=[O:44])[CH2:46][CH2:47]2)[CH:15]=[C:14]2[C:9]=1[CH2:10][NH:11][C:12](=[O:35])[N:13]2[C:27]1[C:32]([Cl:33])=[CH:31][CH:30]=[CH:29][C:28]=1[Cl:34]. The catalyst class is: 118.